This data is from Reaction yield outcomes from USPTO patents with 853,638 reactions. The task is: Predict the reaction yield, written as a fraction of the theoretical maximum amount of product (1.0 means a 100% yield; for example, 0.34 means a 34% yield). (1) The reactants are [CH2:1]1[CH:12]2[CH:4]([NH:5][C:6]3[C:7]([C:13]([NH:15][C@@H:16]([CH2:21][OH:22])[C:17]([O:19]C)=[O:18])=[O:14])=[CH:8][CH:9]=[CH:10][C:11]=32)[CH2:3][CH2:2]1.[OH-].[Li+]. The catalyst is C1COCC1. The product is [CH2:1]1[CH:12]2[CH:4]([NH:5][C:6]3[C:7]([C:13]([NH:15][C@@H:16]([CH2:21][OH:22])[C:17]([OH:19])=[O:18])=[O:14])=[CH:8][CH:9]=[CH:10][C:11]=32)[CH2:3][CH2:2]1. The yield is 0.170. (2) The catalyst is C(Cl)Cl. The reactants are [C:1]1([C:7]2[CH:12]=[C:11]([CH2:13][CH2:14][N:15]3[CH2:20][CH2:19][O:18][CH2:17][CH2:16]3)[CH:10]=[CH:9][C:8]=2[NH:21][C:22]([C:24]2[N:25](COCC[Si](C)(C)C)[C:26]([S:29][CH3:30])=[N:27][CH:28]=2)=[O:23])[CH2:6][CH2:5][CH2:4][CH2:3][CH:2]=1.[C:39]([OH:45])([C:41]([F:44])([F:43])[F:42])=[O:40]. The product is [F:42][C:41]([F:44])([F:43])[C:39]([OH:45])=[O:40].[C:1]1([C:7]2[CH:12]=[C:11]([CH2:13][CH2:14][N:15]3[CH2:16][CH2:17][O:18][CH2:19][CH2:20]3)[CH:10]=[CH:9][C:8]=2[NH:21][C:22]([C:24]2[NH:25][C:26]([S:29][CH3:30])=[N:27][CH:28]=2)=[O:23])[CH2:6][CH2:5][CH2:4][CH2:3][CH:2]=1. The yield is 0.360. (3) The reactants are [CH3:1][C:2]1([CH3:9])[C:4]([CH3:6])([CH3:5])[CH:3]1[CH2:7][OH:8].[H-].[Na+].[Cl:12][C:13]1[C:14](F)=[CH:15][C:16]([F:26])=[C:17]([CH:25]=1)[C:18]([NH:20][S:21]([CH3:24])(=[O:23])=[O:22])=[O:19]. The catalyst is CN(C=O)C.O.CCOC(C)=O. The product is [Cl:12][C:13]1[C:14]([O:8][CH2:7][CH:3]2[C:4]([CH3:6])([CH3:5])[C:2]2([CH3:9])[CH3:1])=[CH:15][C:16]([F:26])=[C:17]([CH:25]=1)[C:18]([NH:20][S:21]([CH3:24])(=[O:22])=[O:23])=[O:19]. The yield is 0.250. (4) The reactants are Cl.[CH2:2]([O:9][C:10]1[C:11]([NH:17][C:18]2[S:19][CH:20]=[C:21]([CH3:23])[N:22]=2)=[N:12]C=C(Br)[CH:15]=1)[C:3]1[CH:8]=[CH:7][CH:6]=[CH:5][CH:4]=1.[Li]C.C([Li])CCC.[Cl:31][C:32]([Cl:38])(Cl)[C:33](Cl)(Cl)Cl. No catalyst specified. The product is [ClH:31].[CH2:2]([O:9][C:10]1[C:11]([NH:17][C:18]2[S:19][CH:20]=[C:21]([CH3:23])[N:22]=2)=[N:12][CH:33]=[C:32]([Cl:38])[CH:15]=1)[C:3]1[CH:8]=[CH:7][CH:6]=[CH:5][CH:4]=1. The yield is 0.302. (5) The yield is 0.460. The product is [CH3:10][O:11][C:12]([C:14]1([CH2:20][CH2:21][CH2:22][NH:4][C:3]2[CH:5]=[CH:6][C:7]([Br:9])=[CH:8][C:2]=2[CH3:1])[CH2:15][CH2:16][O:17][CH2:18][CH2:19]1)=[O:13]. The catalyst is ClCCCl.C(Cl)Cl.CO. The reactants are [CH3:1][C:2]1[CH:8]=[C:7]([Br:9])[CH:6]=[CH:5][C:3]=1[NH2:4].[CH3:10][O:11][C:12]([C:14]1([CH2:20][CH2:21][CH:22]=O)[CH2:19][CH2:18][O:17][CH2:16][CH2:15]1)=[O:13].C(O)(=O)C.[BH-](OC(C)=O)(OC(C)=O)OC(C)=O.[Na+].NC1C=CC=CC=1. (6) The reactants are [Cl:1][C:2]1[CH:3]=[C:4](I)[CH:5]=[CH:6][C:7]=1[Cl:8].[NH2:10][C@@H:11]([C:13]([OH:15])=[O:14])[CH3:12].C1(NN=CC2C=CC=CC=2O)C=CC=CC=1.P([O-])([O-])([O-])=O.[K+].[K+].[K+].Cl. The catalyst is CN(C)C=O.O.[Cu]I. The product is [Cl:1][C:2]1[CH:3]=[C:4]([NH:10][C@H:11]([CH3:12])[C:13]([OH:15])=[O:14])[CH:5]=[CH:6][C:7]=1[Cl:8]. The yield is 0.600. (7) The yield is 0.220. The product is [F:27][C:25]([F:26])([F:28])[C:23]1[CH:22]=[N:21][N:20]2[CH:8]=[CH:9][N:18]=[C:19]2[N:24]=1. The catalyst is Br.O. The reactants are C(OC(O[CH2:8][CH3:9])CBr)C.C(O)C.C(=O)([O-])O.[Na+].[NH2:18][C:19]1[N:20]=[N:21][CH:22]=[C:23]([C:25]([F:28])([F:27])[F:26])[N:24]=1.